From a dataset of Full USPTO retrosynthesis dataset with 1.9M reactions from patents (1976-2016). Predict the reactants needed to synthesize the given product. (1) The reactants are: C([O:8][C:9]1[CH:10]=[CH:11][C:12]([O:15][C:16]2[CH:21]=[CH:20][C:19]([CH2:22][CH2:23][CH:24]([NH:26][C:27](=[O:29])[CH3:28])[CH3:25])=[CH:18][CH:17]=2)=[N:13][CH:14]=1)C1C=CC=CC=1.[H][H]. Given the product [OH:8][C:9]1[CH:10]=[CH:11][C:12]([O:15][C:16]2[CH:21]=[CH:20][C:19]([CH2:22][CH2:23][CH:24]([NH:26][C:27](=[O:29])[CH3:28])[CH3:25])=[CH:18][CH:17]=2)=[N:13][CH:14]=1, predict the reactants needed to synthesize it. (2) Given the product [NH2:27][C:20]1[C:19]2[N:18]=[C:17]([CH3:28])[N:16]([CH2:15][CH2:14][O:13][CH2:12][CH2:11][NH:10][C:7]([N:1]3[CH2:6][CH2:5][O:4][CH2:3][CH2:2]3)=[O:8])[C:24]=2[C:23]([CH3:25])=[C:22]([CH3:26])[N:21]=1, predict the reactants needed to synthesize it. The reactants are: [N:1]1([C:7](Cl)=[O:8])[CH2:6][CH2:5][O:4][CH2:3][CH2:2]1.[NH2:10][CH2:11][CH2:12][O:13][CH2:14][CH2:15][N:16]1[C:24]2[C:23]([CH3:25])=[C:22]([CH3:26])[N:21]=[C:20]([NH2:27])[C:19]=2[N:18]=[C:17]1[CH3:28]. (3) Given the product [N:31]1[N:30]=[CH:29][N:27]2[CH:5]=[C:6]([CH:9]3[CH2:10][CH2:11][N:12]([C:15]([O:17][C:18]([CH3:19])([CH3:20])[CH3:21])=[O:16])[CH2:13][CH2:14]3)[CH:7]=[CH:8][C:3]=12, predict the reactants needed to synthesize it. The reactants are: C([C:3]1[CH:8]=[CH:7][C:6]([CH:9]2[CH2:14][CH2:13][N:12]([C:15]([O:17][C:18]([CH3:21])([CH3:20])[CH3:19])=[O:16])[CH2:11][CH2:10]2)=[CH:5]C=1)#N.BrC1C=CC2[N:27]([CH:29]=[N:30][N:31]=2)C=1. (4) Given the product [Cl:36][C:37]1[CH:42]=[CH:41][C:40]([NH:43][C:44]([N:27]2[CH2:28][CH2:29][N:24]([C:4](=[N:3][C:1]#[N:2])[NH:5][C:6]3[CH:23]=[CH:22][CH:21]=[CH:20][C:7]=3[CH2:8][NH:9][C:10](=[O:19])[O:11][CH2:12][C:13]3[CH:14]=[CH:15][CH:16]=[CH:17][CH:18]=3)[CH2:25][CH:26]2[C:30]2[CH:35]=[CH:34][CH:33]=[CH:32][CH:31]=2)=[O:45])=[CH:39][CH:38]=1, predict the reactants needed to synthesize it. The reactants are: [C:1]([N:3]=[C:4]([N:24]1[CH2:29][CH2:28][NH:27][CH:26]([C:30]2[CH:35]=[CH:34][CH:33]=[CH:32][CH:31]=2)[CH2:25]1)[NH:5][C:6]1[CH:23]=[CH:22][CH:21]=[CH:20][C:7]=1[CH2:8][NH:9][C:10](=[O:19])[O:11][CH2:12][C:13]1[CH:18]=[CH:17][CH:16]=[CH:15][CH:14]=1)#[N:2].[Cl:36][C:37]1[CH:42]=[CH:41][C:40]([N:43]=[C:44]=[O:45])=[CH:39][CH:38]=1. (5) Given the product [Br:1][CH2:30][CH:28]([OH:29])[CH2:27][O:26][C:7]1[C:6]([Br:5])=[C:14]2[C:10]([CH:11]=[N:12][N:13]2[CH2:15][CH:16]([O:18][Si:19]([C:22]([CH3:25])([CH3:24])[CH3:23])([CH3:21])[CH3:20])[CH3:17])=[CH:9][CH:8]=1, predict the reactants needed to synthesize it. The reactants are: [Br:1]C(Br)C.[Br:5][C:6]1[C:7]([O:26][CH2:27][CH:28]2[CH2:30][O:29]2)=[CH:8][CH:9]=[C:10]2[C:14]=1[N:13]([CH2:15][CH:16]([O:18][Si:19]([C:22]([CH3:25])([CH3:24])[CH3:23])([CH3:21])[CH3:20])[CH3:17])[N:12]=[CH:11]2. (6) The reactants are: [CH3:1][S:2][C:3]1[N:8]=[C:7]([C:9]2[S:10][C:11]3[CH:19]=[CH:18][CH:17]=[CH:16][C:12]=3[C:13](=[O:15])[N:14]=2)[CH:6]=[N:5][CH:4]=1.ClC1C=CC=C(C(OO)=[O:28])C=1. Given the product [CH3:1][S:2]([C:3]1[N:8]=[C:7]([C:9]2[S:10][C:11]3[CH:19]=[CH:18][CH:17]=[CH:16][C:12]=3[C:13](=[O:15])[N:14]=2)[CH:6]=[N:5][CH:4]=1)=[O:28], predict the reactants needed to synthesize it. (7) Given the product [Cl:1][C:2]1[CH:7]=[CH:6][CH:5]=[CH:4][C:3]=1[C:8]1[O:12][C:11]([C:13]2[C:18]([CH3:19])=[CH:17][N:16]=[C:15]([NH2:20])[CH:14]=2)=[N:10][C:9]=1[C:24]1[N:28]([CH2:29][O:30][CH2:31][CH2:32][Si:33]([CH3:34])([CH3:36])[CH3:35])[CH:27]=[N:26][N:25]=1, predict the reactants needed to synthesize it. The reactants are: [Cl:1][C:2]1[CH:7]=[CH:6][CH:5]=[CH:4][C:3]=1[C:8]1[O:12][C:11]([C:13]2[C:18]([CH3:19])=[CH:17][N:16]=[C:15]([NH:20]C(=O)C)[CH:14]=2)=[N:10][C:9]=1[C:24]1[N:28]([CH2:29][O:30][CH2:31][CH2:32][Si:33]([CH3:36])([CH3:35])[CH3:34])[CH:27]=[N:26][N:25]=1.[OH-].[Na+]. (8) The reactants are: [H-].[Na+].[I-].[CH3:4][S+](C)C.[Cl:8][C:9]1[CH:14]=[CH:13][CH:12]=[CH:11][C:10]=1[CH2:15][CH:16]([CH3:24])[CH2:17][C:18](=[O:23])[C:19]([CH3:22])([CH3:21])[CH3:20].[Cl-].[NH4+]. Given the product [C:19]([C:18]1([CH2:17][CH:16]([CH3:24])[CH2:15][C:10]2[CH:11]=[CH:12][CH:13]=[CH:14][C:9]=2[Cl:8])[CH2:4][O:23]1)([CH3:20])([CH3:22])[CH3:21], predict the reactants needed to synthesize it. (9) Given the product [CH:85]([C@H:82]1[C@@H:55]2[C@@H:56]3[C@@:51]([CH3:50])([CH2:52][CH2:53][C@@:54]2([NH:88][CH2:89][C:90]([NH:92][CH3:93])=[O:91])[CH2:84][CH2:83]1)[C@@:68]1([CH3:69])[C@@H:59]([C@:60]2([CH3:81])[C@@H:65]([CH2:66][CH2:67]1)[C:64]([CH3:71])([CH3:70])[C@@H:63]([C:72]1[CH:80]=[CH:79][C:75]([C:76]([OH:78])=[O:77])=[CH:74][CH:73]=1)[CH2:62][CH2:61]2)[CH2:58][CH2:57]3)([CH3:87])[CH3:86], predict the reactants needed to synthesize it. The reactants are: O=S1(=O)CCC(NCCN[C@]23CC[C@@H](C(C)=C)[C@@H]2[C@@H]2[C@@](C)(CC3)[C@@]3(C)[C@@H]([C@]4(C)[C@@H](CC3)C(C)(C)C(C3C=CC(C(O)=O)=CC=3)=CC4)CC2)C1.[CH3:50][C@:51]12[C@@:68]3([CH3:69])[C@@H:59]([C@:60]4([CH3:81])[C@@H:65]([CH2:66][CH2:67]3)[C:64]([CH3:71])([CH3:70])[C:63]([C:72]3[CH:80]=[CH:79][C:75]([C:76]([OH:78])=[O:77])=[CH:74][CH:73]=3)=[CH:62][CH2:61]4)[CH2:58][CH2:57][C@@H:56]1[C@H:55]1[C@H:82]([C:85]([CH3:87])=[CH2:86])[CH2:83][CH2:84][C@:54]1([NH:88][CH2:89][C:90]([NH:92][CH3:93])=[O:91])[CH2:53][CH2:52]2. (10) Given the product [C:25]([O:24][C:22](=[O:23])[NH:21][CH2:20][C:16]1[CH:17]=[CH:18][CH:19]=[C:14]([CH:11]2[CH2:12][CH2:13][NH:8][CH2:9][CH2:10]2)[CH:15]=1)([CH3:28])([CH3:26])[CH3:27], predict the reactants needed to synthesize it. The reactants are: C[Si](C)(C)CCOC([N:8]1[CH2:13][CH2:12][CH:11]([C:14]2[CH:19]=[CH:18][CH:17]=[C:16]([CH2:20][NH:21][C:22]([O:24][C:25]([CH3:28])([CH3:27])[CH3:26])=[O:23])[CH:15]=2)[CH2:10][CH2:9]1)=O.[N+](CCCC)(CCCC)(CCCC)CCCC.[F-].C1COCC1.